From a dataset of Catalyst prediction with 721,799 reactions and 888 catalyst types from USPTO. Predict which catalyst facilitates the given reaction. (1) Reactant: [CH:1]([C:3]1[CH:18]=[CH:17][C:6]([CH2:7][C:8]2[CH:16]=[CH:15][C:11]([C:12]([NH2:14])=[O:13])=[CH:10][N:9]=2)=[CH:5][CH:4]=1)=O.[NH2:19]CCC1C=CC(O)=CC=1.CC(C[AlH]CC(C)C)C.O. Product: [C:1]([C:3]1[CH:18]=[CH:17][C:6]([CH2:7][C:8]2[CH:16]=[CH:15][C:11]([C:12]([NH2:14])=[O:13])=[CH:10][N:9]=2)=[CH:5][CH:4]=1)#[N:19]. The catalyst class is: 182. (2) Reactant: [CH:1]1([CH2:4][O:5][C:6]2[C:7]([OH:24])=[C:8]([C:14]3[CH:22]=[CH:21][CH:20]=[C:19]4[C:15]=3[CH2:16][CH2:17][C:18]4=[O:23])[CH:9]=[CH:10][C:11]=2[O:12][CH3:13])[CH2:3][CH2:2]1.C(=O)([O-])[O-].[K+].[K+].[CH3:31][CH2:32][CH2:33]Br. Product: [CH:1]1([CH2:4][O:5][C:6]2[C:7]([O:24][CH2:31][CH2:32][CH3:33])=[C:8]([C:14]3[CH:22]=[CH:21][CH:20]=[C:19]4[C:15]=3[CH2:16][CH2:17][C:18]4=[O:23])[CH:9]=[CH:10][C:11]=2[O:12][CH3:13])[CH2:3][CH2:2]1. The catalyst class is: 10. (3) Reactant: O.Cl.[K].O.[C:5]1([CH3:15])[CH:10]=[CH:9][C:8]([S:11]([OH:14])(=[O:13])=[O:12])=[CH:7][CH:6]=1. Product: [CH3:15][C:5]1[CH:10]=[CH:9][C:8]([S:11]([OH:14])(=[O:13])=[O:12])=[CH:7][CH:6]=1. The catalyst class is: 7. (4) Reactant: [O:1]([CH2:8][C:9]([C:11]1[CH:16]=[CH:15][CH:14]=[CH:13][CH:12]=1)=[O:10])[C:2]1[CH:7]=[CH:6][CH:5]=[CH:4][CH:3]=1.[BH4-].[Na+]. Product: [O:1]([CH2:8][CH:9]([C:11]1[CH:12]=[CH:13][CH:14]=[CH:15][CH:16]=1)[OH:10])[C:2]1[CH:3]=[CH:4][CH:5]=[CH:6][CH:7]=1. The catalyst class is: 5. (5) Reactant: C(OC(=O)[NH:7][C:8]1[CH:13]=[C:12]([C:14]([F:17])([F:16])[F:15])[C:11]([Cl:18])=[CH:10][C:9]=1[NH:19][C:20](=[O:37])[CH2:21][C:22]([C:24]1[CH:29]=[CH:28][CH:27]=[C:26]([C:30]2[CH:35]=[CH:34][N:33]=[C:32]([CH3:36])[CH:31]=2)[CH:25]=1)=O)(C)(C)C.C(O)(C(F)(F)F)=O. Product: [Cl:18][C:11]1[C:12]([C:14]([F:17])([F:16])[F:15])=[CH:13][C:8]2[N:7]=[C:22]([C:24]3[CH:29]=[CH:28][CH:27]=[C:26]([C:30]4[CH:35]=[CH:34][N:33]=[C:32]([CH3:36])[CH:31]=4)[CH:25]=3)[CH2:21][C:20](=[O:37])[NH:19][C:9]=2[CH:10]=1. The catalyst class is: 2.